This data is from Peptide-MHC class I binding affinity with 185,985 pairs from IEDB/IMGT. The task is: Regression. Given a peptide amino acid sequence and an MHC pseudo amino acid sequence, predict their binding affinity value. This is MHC class I binding data. (1) The peptide sequence is ERYFRINSL. The MHC is Mamu-A11 with pseudo-sequence Mamu-A11. The binding affinity (normalized) is 0.228. (2) The peptide sequence is RQFVSNNGK. The MHC is HLA-B15:01 with pseudo-sequence HLA-B15:01. The binding affinity (normalized) is 0.299.